From a dataset of Forward reaction prediction with 1.9M reactions from USPTO patents (1976-2016). Predict the product of the given reaction. (1) Given the reactants FC(F)(F)C(O)=O.[N:8]1([C:13]2[N:18]=[C:17]([CH:19]3[CH:23]([C:24](=[O:27])[NH:25][CH3:26])[CH2:22][CH2:21][N:20]3C(OC(C)(C)C)=O)[CH:16]=[C:15]([CH3:35])[N:14]=2)[CH:12]=[CH:11][N:10]=[CH:9]1.C([O-])([O-])=O.[Na+].[Na+], predict the reaction product. The product is: [N:8]1([C:13]2[N:18]=[C:17]([CH:19]3[CH:23]([C:24]([NH:25][CH3:26])=[O:27])[CH2:22][CH2:21][NH:20]3)[CH:16]=[C:15]([CH3:35])[N:14]=2)[CH:12]=[CH:11][N:10]=[CH:9]1. (2) Given the reactants [CH2:1]([O:8][C:9]1[CH:14]=[C:13]([O:15]COC)[C:12]([CH:19]([CH3:21])[CH3:20])=[CH:11][C:10]=1[C:22]1[N:23]([C:28]2[CH:29]=[N:30][C:31]([N:34]3[CH2:39][CH2:38][O:37][CH2:36][CH2:35]3)=[CH:32][CH:33]=2)[C:24]([OH:27])=[N:25][N:26]=1)[C:2]1[CH:7]=[CH:6][CH:5]=[CH:4][CH:3]=1.[ClH:40], predict the reaction product. The product is: [ClH:40].[CH2:1]([O:8][C:9]1[CH:14]=[C:13]([OH:15])[C:12]([CH:19]([CH3:21])[CH3:20])=[CH:11][C:10]=1[C:22]1[N:23]([C:28]2[CH:29]=[N:30][C:31]([N:34]3[CH2:39][CH2:38][O:37][CH2:36][CH2:35]3)=[CH:32][CH:33]=2)[C:24]([OH:27])=[N:25][N:26]=1)[C:2]1[CH:7]=[CH:6][CH:5]=[CH:4][CH:3]=1. (3) Given the reactants [C:1]([O:5][C:6]([N:8]1[CH2:13][CH2:12][CH:11]([OH:14])[CH:10]([CH2:15][O:16][CH2:17][O:18][CH3:19])[CH2:9]1)=[O:7])([CH3:4])([CH3:3])[CH3:2].CC(OI1(OC(C)=O)(OC(C)=O)OC(=O)C2C=CC=CC1=2)=O, predict the reaction product. The product is: [C:1]([O:5][C:6]([N:8]1[CH2:13][CH2:12][C:11](=[O:14])[CH:10]([CH2:15][O:16][CH2:17][O:18][CH3:19])[CH2:9]1)=[O:7])([CH3:4])([CH3:3])[CH3:2].